This data is from TCR-epitope binding with 47,182 pairs between 192 epitopes and 23,139 TCRs. The task is: Binary Classification. Given a T-cell receptor sequence (or CDR3 region) and an epitope sequence, predict whether binding occurs between them. (1) The epitope is EHPTFTSQYRIQGKL. The TCR CDR3 sequence is CASSLASGLVGSSPLHF. Result: 1 (the TCR binds to the epitope). (2) The epitope is AVFDRKSDAK. The TCR CDR3 sequence is CSAPEWDRGLENYGYTF. Result: 1 (the TCR binds to the epitope). (3) The epitope is RQLLFVVEV. The TCR CDR3 sequence is CASRRDRGNTGELFF. Result: 1 (the TCR binds to the epitope).